This data is from HIV replication inhibition screening data with 41,000+ compounds from the AIDS Antiviral Screen. The task is: Binary Classification. Given a drug SMILES string, predict its activity (active/inactive) in a high-throughput screening assay against a specified biological target. (1) The compound is O=C(Nc1ccc2oc(=O)c(C(=O)O)cc2c1)Oc1ccccc1. The result is 0 (inactive). (2) The compound is CC1C(=O)OC1C1COC(C)(C)O1. The result is 0 (inactive). (3) The compound is COC(=O)C(=O)C(C(=O)C=C(C)C)C(=O)C(=O)Nc1nc2ccc([N+](=O)[O-])cc2s1. The result is 0 (inactive). (4) The molecule is CC1=CCCC2C1(C)CCC(C)C2(C)CC1=CC(=O)C(SCC(C)C)=CC1=O. The result is 0 (inactive). (5) The molecule is NC(=O)C1=Cc2cccn2-c2ccccc2S1. The result is 0 (inactive). (6) The compound is C1SSCC2=C1CSSC2. The result is 0 (inactive). (7) The compound is O=C(O)CC(NC(=O)OCc1ccccc1)C(=O)O. The result is 0 (inactive). (8) The drug is CC(C)(C)C(C#N)(C#N)c1ccc(C(C#N)(C#N)C(C)(C)C)nn1. The result is 0 (inactive). (9) The molecule is CC=C(C(=O)OC)C1CC2OC(=O)C1(C=O)C13CCNC21N(C)c1ccccc13. The result is 0 (inactive). (10) The drug is O=[N+]([O-])c1ccccc1S(=O)(=O)Nc1ccccc1. The result is 0 (inactive).